This data is from Full USPTO retrosynthesis dataset with 1.9M reactions from patents (1976-2016). The task is: Predict the reactants needed to synthesize the given product. (1) The reactants are: [F:1][C:2]([F:22])([CH:7]([O:11][C:12](=[O:21])[C:13]([F:20])([F:19])[CH:14]([OH:18])[CH:15]([CH3:17])[CH3:16])[CH:8]([CH3:10])[CH3:9])[C:3]([O:5][CH3:6])=[O:4].FC(F)([CH:41]([OH:45])[CH:42]([CH3:44])[CH3:43])C(OCC(F)(F)C(F)(F)C(F)(F)C(F)F)=O. Given the product [F:1][C:2]([F:22])([CH:7]([O:11][C:12](=[O:21])[C:13]([F:19])([F:20])[CH:14]([O:18][C:41](=[O:45])[C:42]([CH3:44])=[CH2:43])[CH:15]([CH3:16])[CH3:17])[CH:8]([CH3:10])[CH3:9])[C:3]([O:5][CH3:6])=[O:4], predict the reactants needed to synthesize it. (2) Given the product [C:21]([C:20]1[CH:23]=[CH:24][C:17]([C:5]2[N:4]([CH2:3][CH2:2][NH:1][S:34]([C:33]([F:46])([F:45])[F:32])(=[O:36])=[O:35])[CH:8]=[CH:7][C:6]=2[C:9]2[CH:10]=[CH:11][C:12]([O:15][CH3:16])=[CH:13][CH:14]=2)=[C:18]([CH3:25])[CH:19]=1)#[N:22], predict the reactants needed to synthesize it. The reactants are: [NH2:1][CH2:2][CH2:3][N:4]1[CH:8]=[CH:7][C:6]([C:9]2[CH:14]=[CH:13][C:12]([O:15][CH3:16])=[CH:11][CH:10]=2)=[C:5]1[C:17]1[CH:24]=[CH:23][C:20]([C:21]#[N:22])=[CH:19][C:18]=1[CH3:25].N1C=CC=CC=1.[F:32][C:33]([F:46])([F:45])[S:34](O[S:34]([C:33]([F:46])([F:45])[F:32])(=[O:36])=[O:35])(=[O:36])=[O:35]. (3) Given the product [CH3:24][O:25][C:26]1[CH:27]=[CH:28][C:29]([CH2:30][N:31]2[C:39]3[C:34](=[CH:35][CH:36]=[CH:37][CH:38]=3)[C:33]([CH2:40][O:41][C:42]([CH3:47])([CH3:46])[CH2:43][OH:44])=[N:32]2)=[CH:48][CH:49]=1, predict the reactants needed to synthesize it. The reactants are: C(N1C2C(=CC=CC=2)C(COC(C)(C)CO)=N1)C1C=CC=CC=1.[CH3:24][O:25][C:26]1[CH:49]=[CH:48][C:29]([CH2:30][N:31]2[C:39]3[C:34](=[CH:35][CH:36]=[CH:37][CH:38]=3)[C:33]([CH2:40][O:41][C:42]([CH3:47])([CH3:46])[C:43](O)=[O:44])=[N:32]2)=[CH:28][CH:27]=1. (4) Given the product [N:1]([C:2]1[CH:9]=[CH:8][C:5]([C:6]#[N:7])=[C:4]([C:10]([F:11])([F:12])[F:13])[CH:3]=1)=[C:14]=[S:15], predict the reactants needed to synthesize it. The reactants are: [NH2:1][C:2]1[CH:9]=[CH:8][C:5]([C:6]#[N:7])=[C:4]([C:10]([F:13])([F:12])[F:11])[CH:3]=1.[C:14](Cl)(Cl)=[S:15]. (5) Given the product [C:22]([C:19]1[CH:20]=[CH:21][C:16]([C:15]([NH:14][C:10]2[CH:11]=[CH:12][CH:13]=[C:8]([C:6]3[CH:7]=[C:2]([NH:1][C:37]([NH:34][CH2:31][CH3:32])=[O:41])[C:3]4[N:4]([CH:28]=[CH:29][N:30]=4)[CH:5]=3)[C:9]=2[CH3:27])=[O:26])=[CH:17][CH:18]=1)([CH3:25])([CH3:23])[CH3:24], predict the reactants needed to synthesize it. The reactants are: [NH2:1][C:2]1[C:3]2[N:4]([CH:28]=[CH:29][N:30]=2)[CH:5]=[C:6]([C:8]2[C:9]([CH3:27])=[C:10]([NH:14][C:15](=[O:26])[C:16]3[CH:21]=[CH:20][C:19]([C:22]([CH3:25])([CH3:24])[CH3:23])=[CH:18][CH:17]=3)[CH:11]=[CH:12][CH:13]=2)[CH:7]=1.[CH:31]([N:34]([CH:37](C)C)CC)(C)[CH3:32].C(Cl)(Cl)=[O:41].C1(C)C=CC=CC=1. (6) Given the product [CH3:1][O:21][C:20](=[O:22])[CH:19]([C:14]1[CH:13]=[CH:12][C:11]2[C:16](=[CH:17][CH:18]=[C:9]([OH:8])[CH:10]=2)[CH:15]=1)[CH3:23], predict the reactants needed to synthesize it. The reactants are: [CH3:1]O.S(=O)(=O)(O)O.[OH:8][C:9]1[CH:10]=[C:11]2[C:16](=[CH:17][CH:18]=1)[CH:15]=[C:14]([CH:19]([CH3:23])[C:20]([OH:22])=[O:21])[CH:13]=[CH:12]2. (7) Given the product [C:9]1([NH:8][S:22]([CH2:15][C:16]2[CH:21]=[CH:20][CH:19]=[CH:18][CH:17]=2)(=[O:24])=[O:23])[CH:14]=[CH:13][CH:12]=[CH:11][CH:10]=1, predict the reactants needed to synthesize it. The reactants are: C(N(CC)CC)C.[NH2:8][C:9]1[CH:14]=[CH:13][CH:12]=[CH:11][CH:10]=1.[CH2:15]([S:22](Cl)(=[O:24])=[O:23])[C:16]1[CH:21]=[CH:20][CH:19]=[CH:18][CH:17]=1.Cl.